Predict the reactants needed to synthesize the given product. From a dataset of Full USPTO retrosynthesis dataset with 1.9M reactions from patents (1976-2016). (1) Given the product [CH3:27][C:25]1[CH:24]=[CH:23][C:5]2=[C:6]3[C:11](=[C:2]([NH2:1])[N:3]=[C:4]2[CH:26]=1)[N:10]=[CH:9][C:8]([CH2:12][CH2:13][C:14]1[CH:15]=[CH:16][C:17]([CH:20]([NH:36][CH2:35][CH2:34][C:31]2[CH:32]=[CH:33][N:28]=[CH:29][CH:30]=2)[CH3:21])=[CH:18][CH:19]=1)=[CH:7]3, predict the reactants needed to synthesize it. The reactants are: [NH2:1][C:2]1[C:11]2[N:10]=[CH:9][C:8]([CH2:12][CH2:13][C:14]3[CH:19]=[CH:18][C:17]([C:20](=O)[CH3:21])=[CH:16][CH:15]=3)=[CH:7][C:6]=2[C:5]2[CH:23]=[CH:24][C:25]([CH3:27])=[CH:26][C:4]=2[N:3]=1.[N:28]1[CH:33]=[CH:32][C:31]([CH2:34][CH2:35][NH2:36])=[CH:30][CH:29]=1.C(O)(C(F)(F)F)=O. (2) The reactants are: [CH:1]([C:4]1[CH:12]=[C:7]2[CH:8]=[CH:9][CH:10]=[CH:11][N:6]2[N:5]=1)([CH3:3])[CH3:2].Cl[C:14]1[CH:19]=[CH:18][CH:17]=[CH:16][C:15]=1[CH2:20][C:21](Cl)=[O:22].[Al+3].[Cl-].[Cl-].[Cl-].[Cl-].[NH3:29].[Na+].[I-]. Given the product [NH2:29][CH:20]([C:15]1[CH:16]=[CH:17][CH:18]=[CH:19][CH:14]=1)[C:21]([C:12]1[C:4]([CH:1]([CH3:3])[CH3:2])=[N:5][N:6]2[CH:11]=[CH:10][CH:9]=[CH:8][C:7]=12)=[O:22], predict the reactants needed to synthesize it. (3) Given the product [CH3:5][N:6]1[CH2:7][CH2:8][N:9]([C:12]2[CH:17]=[CH:16][C:15]([NH2:18])=[CH:14][C:13]=2[CH2:21][N:22]2[CH2:23][CH2:24][N:25]([CH3:28])[CH2:26][CH2:27]2)[CH2:10][CH2:11]1, predict the reactants needed to synthesize it. The reactants are: Cl[Sn]Cl.Cl.[CH3:5][N:6]1[CH2:11][CH2:10][N:9]([C:12]2[CH:17]=[CH:16][C:15]([N+:18]([O-])=O)=[CH:14][C:13]=2[CH2:21][N:22]2[CH2:27][CH2:26][N:25]([CH3:28])[CH2:24][CH2:23]2)[CH2:8][CH2:7]1.C([O-])([O-])=O.[Na+].[Na+].